This data is from Cav3 T-type calcium channel HTS with 100,875 compounds. The task is: Binary Classification. Given a drug SMILES string, predict its activity (active/inactive) in a high-throughput screening assay against a specified biological target. The molecule is s1c(NC(NC(OCC)=O)(C(F)(F)F)C(OCC)=O)nnc1C. The result is 0 (inactive).